This data is from Reaction yield outcomes from USPTO patents with 853,638 reactions. The task is: Predict the reaction yield, written as a fraction of the theoretical maximum amount of product (1.0 means a 100% yield; for example, 0.34 means a 34% yield). The reactants are [BH4-].[Na+].B(F)(F)F.CCOCC.[CH:12]([C@H:25]1[O:30][CH2:29][C@@H:28]([NH:31][C:32](=O)[CH2:33][C:34]2[CH:39]=[CH:38][C:37]([F:40])=[CH:36][CH:35]=2)[CH2:27][CH2:26]1)([C:19]1[CH:24]=[CH:23][CH:22]=[CH:21][CH:20]=1)[C:13]1[CH:18]=[CH:17][CH:16]=[CH:15][CH:14]=1.CO. The catalyst is C1COCC1. The product is [CH:12]([C@H:25]1[O:30][CH2:29][C@@H:28]([NH:31][CH2:32][CH2:33][C:34]2[CH:39]=[CH:38][C:37]([F:40])=[CH:36][CH:35]=2)[CH2:27][CH2:26]1)([C:13]1[CH:18]=[CH:17][CH:16]=[CH:15][CH:14]=1)[C:19]1[CH:20]=[CH:21][CH:22]=[CH:23][CH:24]=1. The yield is 0.810.